This data is from Reaction yield outcomes from USPTO patents with 853,638 reactions. The task is: Predict the reaction yield, written as a fraction of the theoretical maximum amount of product (1.0 means a 100% yield; for example, 0.34 means a 34% yield). (1) The reactants are CO[C:3](=[O:18])[C:4]1[CH:9]=[CH:8][CH:7]=[CH:6][C:5]=1[O:10][CH2:11][CH2:12][N:13]1[CH2:17][CH2:16][CH2:15][CH2:14]1.[OH-].[Na+].[F:21][C:22]1[CH:27]=[CH:26][C:25]([NH:28][C:29]([C:31]2[C:35]([NH2:36])=[CH:34][NH:33][N:32]=2)=[O:30])=[CH:24][CH:23]=1.C(Cl)CCl.C1C=CC2N(O)N=NC=2C=1. The catalyst is CS(C)=O.O. The product is [F:21][C:22]1[CH:23]=[CH:24][C:25]([NH:28][C:29]([C:31]2[C:35]([NH:36][C:3](=[O:18])[C:4]3[CH:9]=[CH:8][CH:7]=[CH:6][C:5]=3[O:10][CH2:11][CH2:12][N:13]3[CH2:14][CH2:15][CH2:16][CH2:17]3)=[CH:34][NH:33][N:32]=2)=[O:30])=[CH:26][CH:27]=1. The yield is 0.140. (2) The reactants are N#N.[F:3][C:4]1[CH:5]=[C:6]([N:10]2[CH:14]=[C:13]([N:15]([CH3:23])[C:16](=[O:22])[O:17][C:18]([CH3:21])([CH3:20])[CH3:19])[C:12]([CH:24]=[CH2:25])=[N:11]2)[CH:7]=[N:8][CH:9]=1. The catalyst is CO.[Pd]. The product is [CH2:24]([C:12]1[C:13]([N:15]([CH3:23])[C:16](=[O:22])[O:17][C:18]([CH3:21])([CH3:19])[CH3:20])=[CH:14][N:10]([C:6]2[CH:7]=[N:8][CH:9]=[C:4]([F:3])[CH:5]=2)[N:11]=1)[CH3:25]. The yield is 0.840. (3) The reactants are [C:1]([N:4]1[CH2:9][CH2:8][C:7](=[O:10])[CH2:6][CH2:5]1)(=[O:3])[CH3:2].[Si](OS(C(F)(F)F)(=O)=O)(C)(C)C.[CH:23](O)([C:30]1[CH:35]=[CH:34][CH:33]=[CH:32][CH:31]=1)[C:24]1[CH:29]=[CH:28][CH:27]=[CH:26][CH:25]=1.C([O-])(=O)C.[Na+]. The catalyst is ClCCl.O. The product is [C:1]([N:4]1[CH2:9][CH2:8][C:7](=[O:10])[CH:6]([CH:23]([C:24]2[CH:29]=[CH:28][CH:27]=[CH:26][CH:25]=2)[C:30]2[CH:35]=[CH:34][CH:33]=[CH:32][CH:31]=2)[CH2:5]1)(=[O:3])[CH3:2]. The yield is 0.860. (4) The reactants are [CH:1]([C:3]1[CH:4]=[CH:5][C:6]2[N:7]([C:9]([CH2:12][NH:13][C:14](=[O:20])[O:15][C:16]([CH3:19])([CH3:18])[CH3:17])=[N:10][N:11]=2)[N:8]=1)=[O:2].[CH3:21][Mg]Br.[NH4+].[Cl-]. The catalyst is C1COCC1. The product is [OH:2][CH:1]([C:3]1[CH:4]=[CH:5][C:6]2[N:7]([C:9]([CH2:12][NH:13][C:14](=[O:20])[O:15][C:16]([CH3:17])([CH3:19])[CH3:18])=[N:10][N:11]=2)[N:8]=1)[CH3:21]. The yield is 0.955. (5) The reactants are [SH:1][C:2]1[NH:6][CH:5]=[N:4][N:3]=1.Cl[C:8]1[CH:9]=[CH:10][C:11]2[N:12]=[CH:13][N:14]=[C:15]([NH:18][C:19]3[S:23][N:22]=[C:21]([CH3:24])[N:20]=3)[C:16]=2[N:17]=1.C(O[K])(C)(C)C.O. The catalyst is CN(C)C(=O)C. The product is [N:4]1[N:3]=[C:2]([S:1][C:8]2[CH:9]=[CH:10][C:11]3[N:12]=[CH:13][N:14]=[C:15]([NH:18][C:19]4[S:23][N:22]=[C:21]([CH3:24])[N:20]=4)[C:16]=3[N:17]=2)[NH:6][CH:5]=1. The yield is 0.0200. (6) The yield is 0.660. The catalyst is C(O)C. The product is [NH2:12][C:11]1[NH:27][N:26]=[C:13]([NH:24][CH2:23][CH2:22][NH:21][C:18](=[O:20])[CH3:19])[C:10]=1[C:2]1[S:1][C:5]2[CH:6]=[CH:7][CH:8]=[CH:9][C:4]=2[N:3]=1. The reactants are [S:1]1[C:5]2[CH:6]=[CH:7][CH:8]=[CH:9][C:4]=2[N:3]=[C:2]1[C:10](=[C:13](SC)SC)[C:11]#[N:12].[C:18]([NH:21][CH2:22][CH2:23][NH2:24])(=[O:20])[CH3:19].O.[NH2:26][NH2:27]. (7) The reactants are Cl[C:2]1[N:7]=[C:6]([NH:8][C:9]2[CH:14]=[CH:13][C:12]([O:15][CH3:16])=[C:11]([Cl:17])[CH:10]=2)[CH:5]=[CH:4][N:3]=1.[CH3:18][C:19]1[NH:23][C:22]2[CH:24]=[CH:25][CH:26]=[CH:27][C:21]=2[N:20]=1.C([O-])([O-])=O.[K+].[K+]. The catalyst is CN(C=O)C. The product is [Cl:17][C:11]1[CH:10]=[C:9]([NH:8][C:6]2[CH:5]=[CH:4][N:3]=[C:2]([N:20]3[C:21]4[CH:27]=[CH:26][CH:25]=[CH:24][C:22]=4[N:23]=[C:19]3[CH3:18])[N:7]=2)[CH:14]=[CH:13][C:12]=1[O:15][CH3:16]. The yield is 0.260.